From a dataset of Full USPTO retrosynthesis dataset with 1.9M reactions from patents (1976-2016). Predict the reactants needed to synthesize the given product. Given the product [CH3:31][S:32]([O:22][CH2:21][CH:16]1[CH2:17][CH2:18][CH2:19][CH2:20][N:15]1[S:12]([C:8]1[C:7]([CH3:23])=[CH:6][C:5]([O:4][CH3:3])=[CH:10][C:9]=1[CH3:11])(=[O:13])=[O:14])(=[O:34])=[O:33], predict the reactants needed to synthesize it. The reactants are: [H-].[Na+].[CH3:3][O:4][C:5]1[CH:10]=[C:9]([CH3:11])[C:8]([S:12]([N:15]2[CH2:20][CH2:19][CH2:18][CH2:17][CH:16]2[CH2:21][OH:22])(=[O:14])=[O:13])=[C:7]([CH3:23])[CH:6]=1.C(N(CC)CC)C.[CH3:31][S:32](Cl)(=[O:34])=[O:33].